From a dataset of Reaction yield outcomes from USPTO patents with 853,638 reactions. Predict the reaction yield, written as a fraction of the theoretical maximum amount of product (1.0 means a 100% yield; for example, 0.34 means a 34% yield). (1) The reactants are [N:1]1([C:10]2[C:19]3[C:14](=[CH:15][CH:16]=[CH:17][CH:18]=3)[N:13]=[C:12](I)[C:11]=2[F:21])[C:9]2[CH:8]=[CH:7][N:6]=[CH:5][C:4]=2[CH2:3][CH2:2]1.C(=O)([O-])[O-].[Na+].[Na+].[Cl:28][C:29]1[S:33][C:32](B(O)O)=[CH:31][CH:30]=1. The catalyst is O1CCCC1. The product is [Cl:28][C:29]1[S:33][C:32]([C:12]2[C:11]([F:21])=[C:10]([N:1]3[C:9]4[CH:8]=[CH:7][N:6]=[CH:5][C:4]=4[CH2:3][CH2:2]3)[C:19]3[C:14](=[CH:15][CH:16]=[CH:17][CH:18]=3)[N:13]=2)=[CH:31][CH:30]=1. The yield is 0.520. (2) The reactants are [CH3:1][N:2]([CH3:20])[C:3]([C:5]1[N:14]([CH:15]2[CH2:19][CH2:18][CH2:17][CH2:16]2)[C:8]2[N:9]=[C:10](Cl)[N:11]=[CH:12][C:7]=2[CH:6]=1)=[O:4].[C:21]([O:25][C:26]([N:28]1[CH:33]2[CH2:34][CH2:35][CH2:36][CH:29]1[CH2:30][N:31]([C:37]([C:39]1[CH:40]=[N:41][C:42]([NH2:45])=[CH:43][CH:44]=1)=[O:38])[CH2:32]2)=[O:27])([CH3:24])([CH3:23])[CH3:22]. No catalyst specified. The product is [C:21]([O:25][C:26]([N:28]1[CH:29]2[CH2:36][CH2:35][CH2:34][CH:33]1[CH2:32][N:31]([C:37]([C:39]1[CH:40]=[N:41][C:42]([NH:45][C:10]3[N:11]=[CH:12][C:7]4[CH:6]=[C:5]([C:3](=[O:4])[N:2]([CH3:20])[CH3:1])[N:14]([CH:15]5[CH2:19][CH2:18][CH2:17][CH2:16]5)[C:8]=4[N:9]=3)=[CH:43][CH:44]=1)=[O:38])[CH2:30]2)=[O:27])([CH3:24])([CH3:22])[CH3:23]. The yield is 0.590. (3) The reactants are [CH2:1]([O:3][C:4]1[CH:9]=[CH:8][CH:7]=[CH:6][C:5]=1[C:10]1[N:15]=[CH:14][N:13]=[C:12]([NH:16][C:17]([CH:19]2[CH2:24][CH2:23][NH:22][CH2:21][CH2:20]2)=[O:18])[CH:11]=1)[CH3:2].CCN(CC)CC.[C:32](Cl)(=[O:34])[CH3:33]. The catalyst is C1COCC1. The product is [CH2:1]([O:3][C:4]1[CH:9]=[CH:8][CH:7]=[CH:6][C:5]=1[C:10]1[N:15]=[CH:14][N:13]=[C:12]([NH:16][C:17]([CH:19]2[CH2:24][CH2:23][N:22]([C:32](=[O:34])[CH3:33])[CH2:21][CH2:20]2)=[O:18])[CH:11]=1)[CH3:2]. The yield is 0.730. (4) The reactants are [NH2:1][C@H:2]1[C@@H:7]([NH:8][C:9]([C:11]2[NH:12][C:13]([CH2:17][CH3:18])=[C:14]([Cl:16])[N:15]=2)=[O:10])[CH2:6][CH2:5][N:4]([C:19]2[S:20][C:21]3[C:27]([C:28]([O:30][CH2:31][CH3:32])=[O:29])=[CH:26][CH:25]=[CH:24][C:22]=3[N:23]=2)[CH2:3]1.[C:33]1(=O)[CH2:37][CH2:36][CH2:35][CH2:34]1.C(O[BH-](OC(=O)C)OC(=O)C)(=O)C.[Na+]. No catalyst specified. The product is [Cl:16][C:14]1[N:15]=[C:11]([C:9]([NH:8][C@H:7]2[CH2:6][CH2:5][N:4]([C:19]3[S:20][C:21]4[C:27]([C:28]([O:30][CH2:31][CH3:32])=[O:29])=[CH:26][CH:25]=[CH:24][C:22]=4[N:23]=3)[CH2:3][C@H:2]2[NH:1][CH:33]2[CH2:37][CH2:36][CH2:35][CH2:34]2)=[O:10])[NH:12][C:13]=1[CH2:17][CH3:18]. The yield is 0.750. (5) The product is [C:39]([O:41][C:6]1[CH:1]=[CH:2][C:3]([N:13]([CH2:14][CH2:15][Cl:16])[CH2:17][CH2:18][Cl:19])=[CH:4][C:5]=1[CH:23]1[CH2:22][C:21]([CH3:31])([CH3:20])[N:26]([OH:33])[C:25]([CH3:29])([CH3:28])[CH2:24]1)(=[O:40])[CH2:38][CH2:37][CH3:36]. The reactants are [CH:1]1[C:6](CCCC(O)=O)=[CH:5][CH:4]=[C:3]([N:13]([CH2:17][CH2:18][Cl:19])[CH2:14][CH2:15][Cl:16])[CH:2]=1.[CH3:20][C:21]1([CH3:31])[N:26]([O])[C:25]([CH3:29])([CH3:28])[CH2:24][CH:23](O)[CH2:22]1.N=[O:33].C(O)[C@@H](O)[C@H:36]1[O:41][C:39](=[O:40])[C:38](O)=[C:37]1O. The yield is 0.950. The catalyst is C(O)C.O. (6) The reactants are C(O)(=O)C.[CH3:5][O:6][C:7]1[CH:19]=[C:18]([N+:20]([O-])=O)[CH:17]=[CH:16][C:8]=1[O:9][C:10]1[N:15]=[CH:14][CH:13]=[CH:12][N:11]=1. The catalyst is O.CCO.[Fe]. The product is [CH3:5][O:6][C:7]1[CH:19]=[C:18]([CH:17]=[CH:16][C:8]=1[O:9][C:10]1[N:11]=[CH:12][CH:13]=[CH:14][N:15]=1)[NH2:20]. The yield is 1.00. (7) The product is [CH2:5]([O:8][C:9]([C:11]1[N:12]([NH:16][CH2:21][C:20]2[CH:23]=[CH:24][C:25]([F:26])=[C:18]([Cl:17])[CH:19]=2)[CH:13]=[CH:14][CH:15]=1)=[O:10])[CH:6]=[CH2:7]. The reactants are C([BH3-])#N.[Na+].[CH2:5]([O:8][C:9]([C:11]1[N:12]([NH2:16])[CH:13]=[CH:14][CH:15]=1)=[O:10])[CH:6]=[CH2:7].[Cl:17][C:18]1[CH:19]=[C:20]([CH:23]=[CH:24][C:25]=1[F:26])[CH:21]=O.C(O)(=O)C. The catalyst is CO. The yield is 0.650.